From a dataset of Peptide-MHC class II binding affinity with 134,281 pairs from IEDB. Regression. Given a peptide amino acid sequence and an MHC pseudo amino acid sequence, predict their binding affinity value. This is MHC class II binding data. (1) The binding affinity (normalized) is 0.621. The MHC is DRB1_0405 with pseudo-sequence DRB1_0405. The peptide sequence is YDKFLAKVSTVLTGK. (2) The peptide sequence is AKFTCAKSMSLFEVD. The MHC is DRB1_1101 with pseudo-sequence DRB1_1101. The binding affinity (normalized) is 0.184. (3) The peptide sequence is LQSLVSQYFQTVADY. The MHC is HLA-DPA10201-DPB11401 with pseudo-sequence HLA-DPA10201-DPB11401. The binding affinity (normalized) is 0.281. (4) The peptide sequence is NSLDPMTNSGCATAL. The MHC is DRB1_0101 with pseudo-sequence DRB1_0101. The binding affinity (normalized) is 0.137.